Dataset: Forward reaction prediction with 1.9M reactions from USPTO patents (1976-2016). Task: Predict the product of the given reaction. (1) The product is: [Cl:1][C:2]1[CH:10]=[CH:9][C:5]([C:6]([NH:21][C:20]2[CH:22]=[CH:23][C:17]([CH:11]3[CH2:16][CH2:15][CH2:14][CH2:13][CH2:12]3)=[CH:18][CH:19]=2)=[O:7])=[CH:4][N:3]=1. Given the reactants [Cl:1][C:2]1[CH:10]=[CH:9][C:5]([C:6](Cl)=[O:7])=[CH:4][N:3]=1.[CH:11]1([C:17]2[CH:23]=[CH:22][C:20]([NH2:21])=[CH:19][CH:18]=2)[CH2:16][CH2:15][CH2:14][CH2:13][CH2:12]1.C(OCC)(=O)C, predict the reaction product. (2) Given the reactants [F:1][C:2]1[CH:7]=[CH:6][C:5]([O:8][C:9](=[O:24])[N:10]([C@H:12]2[C@H:16]([C:17]3[CH:22]=[CH:21][C:20]([Cl:23])=[CH:19][CH:18]=3)[CH2:15][NH:14][CH2:13]2)[CH3:11])=[CH:4][CH:3]=1.[O:25]1[CH2:30][CH2:29][CH:28]([N:31]2[CH2:36][CH2:35][CH:34]([C:37](O)=[O:38])[CH2:33][CH2:32]2)[CH2:27][CH2:26]1, predict the reaction product. The product is: [F:1][C:2]1[CH:7]=[CH:6][C:5]([O:8][C:9](=[O:24])[N:10]([C@H:12]2[C@H:16]([C:17]3[CH:22]=[CH:21][C:20]([Cl:23])=[CH:19][CH:18]=3)[CH2:15][N:14]([C:37]([CH:34]3[CH2:35][CH2:36][N:31]([CH:28]4[CH2:29][CH2:30][O:25][CH2:26][CH2:27]4)[CH2:32][CH2:33]3)=[O:38])[CH2:13]2)[CH3:11])=[CH:4][CH:3]=1. (3) Given the reactants C[Si]([N-][Si](C)(C)C)(C)C.[Li+].[C:11]([C:14]1[CH:18]=[CH:17][N:16]([CH3:19])[CH:15]=1)(=O)[CH3:12].[C:20]([O:27][CH2:28][CH3:29])(=[O:26])[C:21](OCC)=O.[NH:30]([C:32]1[CH:33]=[N:34][CH:35]=[CH:36][CH:37]=1)[NH2:31].Cl, predict the reaction product. The product is: [CH3:19][N:16]1[CH:17]=[CH:18][C:14]([C:11]2[N:30]([C:32]3[CH:33]=[N:34][CH:35]=[CH:36][CH:37]=3)[N:31]=[C:21]([C:20]([O:27][CH2:28][CH3:29])=[O:26])[CH:12]=2)=[CH:15]1. (4) Given the reactants [Cl:1][C:2]1[CH:7]=[C:6]([F:8])[CH:5]=[CH:4][C:3]=1[N:9]1[CH2:14][CH2:13][N:12](C(C2C=CC=C(C(F)(F)F)C=2Cl)=O)[CH2:11][C:10]1=[O:28].[Cl:29][C:30]1[C:31]([F:39])=[C:32]([CH:36]=[CH:37][CH:38]=1)[C:33]([OH:35])=O, predict the reaction product. The product is: [Cl:1][C:2]1[CH:7]=[C:6]([F:8])[CH:5]=[CH:4][C:3]=1[N:9]1[CH2:14][CH2:13][N:12]([C:33]([C:32]2[CH:36]=[CH:37][CH:38]=[C:30]([Cl:29])[C:31]=2[F:39])=[O:35])[CH2:11][C:10]1=[O:28]. (5) Given the reactants [Cl:1][C:2]1[CH:7]=[CH:6][CH:5]=[CH:4][C:3]=1/[CH:8]=[CH:9]/[C:10]1[CH:15]=[C:14]([Cl:16])[CH:13]=[CH:12][C:11]=1[OH:17].O.O.[CH3:20][N+:21]([O-])([CH3:23])C.[CH3:25][Si]([N-][Si](C)(C)C)(C)C.[Li+].O, predict the reaction product. The product is: [CH3:20][N:21]1[CH2:23][CH2:25][C@@H:9]([C:10]2[CH:15]=[C:14]([Cl:16])[CH:13]=[CH:12][C:11]=2[OH:17])[C@@H:8]1[C:3]1[CH:4]=[CH:5][CH:6]=[CH:7][C:2]=1[Cl:1]. (6) Given the reactants Br[C:2]1[CH:11]=[C:10]2[C:5]([N:6](C(=O)C(F)(F)F)[C@@H:7]([CH3:20])[CH2:8][N:9]2[C:12]([O:14][CH:15]2[CH2:19][CH2:18][CH2:17][CH2:16]2)=[O:13])=[CH:4][CH:3]=1.[CH:27]1([N:30]2[CH:34]=[C:33](B3OC(C)(C)C(C)(C)O3)[CH:32]=[N:31]2)[CH2:29][CH2:28]1.CC(C1C=C(C(C)C)C(C2C=CC=CC=2P(C2CCCCC2)C2CCCCC2)=C(C(C)C)C=1)C.C(=O)([O-])[O-].[Cs+].[Cs+], predict the reaction product. The product is: [CH:27]1([N:30]2[CH:34]=[C:33]([C:2]3[CH:11]=[C:10]4[C:5]([NH:6][C@@H:7]([CH3:20])[CH2:8][N:9]4[C:12]([O:14][CH:15]4[CH2:16][CH2:17][CH2:18][CH2:19]4)=[O:13])=[CH:4][CH:3]=3)[CH:32]=[N:31]2)[CH2:29][CH2:28]1. (7) Given the reactants [NH2:1][CH2:2][C@@H:3]1[O:7][C:6](=[O:8])[N:5]([C:9]2[CH:10]=[CH:11][C:12]3[CH2:18][CH2:17][CH2:16][C:15](=[O:19])[CH2:14][C:13]=3[CH:20]=2)[CH2:4]1.[C:21](OC(=O)C)(=[O:23])[CH3:22].N1C=CC=CC=1.ClCCl, predict the reaction product. The product is: [O:8]=[C:6]1[N:5]([C:9]2[CH:10]=[CH:11][C:12]3[CH2:18][CH2:17][CH2:16][C:15](=[O:19])[CH2:14][C:13]=3[CH:20]=2)[CH2:4][C@H:3]([CH2:2][NH:1][C:21](=[O:23])[CH3:22])[O:7]1. (8) Given the reactants C(N1C=CC(O)=CC1=O)CCC.[Br:13][C:14]1[CH:19]=[CH:18][N:17]([CH2:20][CH:21]2[CH2:23][CH2:22]2)[C:16](=[O:24])[CH:15]=1, predict the reaction product. The product is: [Br:13][C:14]1[CH:19]=[CH:18][N:17]([CH2:20][CH2:21][CH2:22][CH3:23])[C:16](=[O:24])[CH:15]=1.